From a dataset of Reaction yield outcomes from USPTO patents with 853,638 reactions. Predict the reaction yield, written as a fraction of the theoretical maximum amount of product (1.0 means a 100% yield; for example, 0.34 means a 34% yield). (1) The reactants are [CH3:1][S:2][C:3]1[CH:42]=[CH:41][C:6]([C:7]([N:9]2[CH2:14][CH2:13][CH:12]([C:15]3[CH:36]=[CH:35][C:18]([C:19]([NH:21][C:22]([NH:24]C(OCC4C=CC=CC=4)=O)=[NH:23])=[O:20])=[CH:17][C:16]=3[C:37]([F:40])([F:39])[F:38])[CH2:11][CH2:10]2)=[O:8])=[CH:5][CH:4]=1.C1(SC)C=CC=CC=1. The catalyst is FC(F)(F)C(O)=O. The product is [CH3:1][S:2][C:3]1[CH:4]=[CH:5][C:6]([C:7]([N:9]2[CH2:10][CH2:11][CH:12]([C:15]3[CH:36]=[CH:35][C:18]([C:19]([NH:21][C:22]([NH2:24])=[NH:23])=[O:20])=[CH:17][C:16]=3[C:37]([F:38])([F:39])[F:40])[CH2:13][CH2:14]2)=[O:8])=[CH:41][CH:42]=1. The yield is 0.330. (2) The reactants are [F:1][C:2]1([F:40])[O:6][C:5]2[CH:7]=[CH:8][C:9]([C:11]3([C:14]([NH:16][C@@H:17]4[CH2:22][C@@H:21]([C:23]5[CH:28]=[CH:27][CH:26]=[CH:25][CH:24]=5)[O:20][C@@H:19]([C:29]5[CH:38]=[CH:37][C:32]([C:33]([O:35]C)=[O:34])=[CH:31][C:30]=5[F:39])[CH2:18]4)=[O:15])[CH2:13][CH2:12]3)=[CH:10][C:4]=2[O:3]1. The catalyst is CO.[OH-].[Li+]. The product is [F:40][C:2]1([F:1])[O:6][C:5]2[CH:7]=[CH:8][C:9]([C:11]3([C:14]([NH:16][C@@H:17]4[CH2:22][C@@H:21]([C:23]5[CH:28]=[CH:27][CH:26]=[CH:25][CH:24]=5)[O:20][C@@H:19]([C:29]5[CH:38]=[CH:37][C:32]([C:33]([OH:35])=[O:34])=[CH:31][C:30]=5[F:39])[CH2:18]4)=[O:15])[CH2:13][CH2:12]3)=[CH:10][C:4]=2[O:3]1. The yield is 0.680. (3) The yield is 0.320. The reactants are [CH2:1]([N:8]([CH3:27])[C:9]([CH:11]1[C:23]2[C:22]3[C:17](=[CH:18][CH:19]=[CH:20][CH:21]=3)[N:16]([CH2:24][CH2:25][OH:26])[C:15]=2[CH2:14][CH2:13][CH2:12]1)=[O:10])[C:2]1[CH:7]=[CH:6][CH:5]=[CH:4][CH:3]=1.N1C=CC=CC=1.[CH3:34][S:35](Cl)(=[O:37])=[O:36]. The product is [CH2:1]([N:8]([CH3:27])[C:9]([CH:11]1[C:23]2[C:22]3[C:17](=[CH:18][CH:19]=[CH:20][CH:21]=3)[N:16]([CH2:24][CH2:25][O:26][S:35]([CH3:34])(=[O:37])=[O:36])[C:15]=2[CH2:14][CH2:13][CH2:12]1)=[O:10])[C:2]1[CH:3]=[CH:4][CH:5]=[CH:6][CH:7]=1. The catalyst is ClCCl. (4) The reactants are [N:1]1[C:10]2[C:5](=[CH:6][CH:7]=[CH:8][C:9]=2[C:11]([OH:13])=O)[CH:4]=[CH:3][CH:2]=1.[CH2:14]([O:16][C:17]([C:19]1([NH2:28])[CH2:27][C:26]2[C:21](=[CH:22][CH:23]=[CH:24][CH:25]=2)[CH2:20]1)=[O:18])[CH3:15].CN(C(ON1N=NC2C=CC=NC1=2)=[N+](C)C)C.F[P-](F)(F)(F)(F)F.CCN(C(C)C)C(C)C. The catalyst is CN(C=O)C. The product is [CH2:14]([O:16][C:17]([C:19]1([NH:28][C:11]([C:9]2[CH:8]=[CH:7][CH:6]=[C:5]3[C:10]=2[N:1]=[CH:2][CH:3]=[CH:4]3)=[O:13])[CH2:27][C:26]2[C:21](=[CH:22][CH:23]=[CH:24][CH:25]=2)[CH2:20]1)=[O:18])[CH3:15]. The yield is 0.320. (5) The catalyst is CCO.[Pd]. The reactants are [CH3:1][C:2]([C:13]1[CH:18]=[CH:17][C:16]([N+:19]([O-])=O)=[CH:15][CH:14]=1)([CH3:12])[CH2:3][NH:4][C:5](=[O:11])[O:6][C:7]([CH3:10])([CH3:9])[CH3:8].C([O-])=O.[NH4+]. The product is [CH3:12][C:2]([C:13]1[CH:18]=[CH:17][C:16]([NH2:19])=[CH:15][CH:14]=1)([CH3:1])[CH2:3][NH:4][C:5](=[O:11])[O:6][C:7]([CH3:8])([CH3:9])[CH3:10]. The yield is 0.830. (6) The catalyst is C(O)(=O)C. The yield is 0.665. The reactants are [Br:1][C:2]1[CH:3]=[CH:4][C:5](=[O:11])[N:6]([CH:8]([F:10])[F:9])[CH:7]=1.[Br:12]Br. The product is [Br:12][C:4]1[C:5](=[O:11])[N:6]([CH:8]([F:9])[F:10])[CH:7]=[C:2]([Br:1])[CH:3]=1. (7) The reactants are [H-].[Na+].[N+:3]([C:6]1[CH:7]=[CH:8][C:9]([CH:12]([C:17]([O:19][CH3:20])=[O:18])[C:13]([O:15][CH3:16])=[O:14])=[N:10][CH:11]=1)([O-:5])=[O:4].Br[CH2:22][CH:23]1[CH2:25][CH2:24]1. The catalyst is C1COCC1.CN(C=O)C. The product is [CH:23]1([CH2:22][C:12]([C:9]2[CH:8]=[CH:7][C:6]([N+:3]([O-:5])=[O:4])=[CH:11][N:10]=2)([C:17]([O:19][CH3:20])=[O:18])[C:13]([O:15][CH3:16])=[O:14])[CH2:25][CH2:24]1. The yield is 0.540. (8) The reactants are F[C:2]1[CH:7]=[CH:6][C:5]([C:8]2[O:9][C:10]([C:13]3[C:14]([C:21]4[CH:26]=[CH:25][CH:24]=[CH:23][CH:22]=4)=[N:15][O:16][C:17]=3[CH:18]3[CH2:20][CH2:19]3)=[N:11][N:12]=2)=[C:4]([O:27][CH3:28])[CH:3]=1.[NH:29]1[CH2:34][CH2:33][O:32][CH2:31][CH2:30]1. No catalyst specified. The product is [CH:18]1([C:17]2[O:16][N:15]=[C:14]([C:21]3[CH:26]=[CH:25][CH:24]=[CH:23][CH:22]=3)[C:13]=2[C:10]2[O:9][C:8]([C:5]3[CH:6]=[CH:7][C:2]([N:29]4[CH2:34][CH2:33][O:32][CH2:31][CH2:30]4)=[CH:3][C:4]=3[O:27][CH3:28])=[N:12][N:11]=2)[CH2:20][CH2:19]1. The yield is 0.590.